Dataset: Full USPTO retrosynthesis dataset with 1.9M reactions from patents (1976-2016). Task: Predict the reactants needed to synthesize the given product. The reactants are: [NH2:1][C:2]1[CH:11]=[CH:10][C:5]([C:6]([O:8][CH3:9])=[O:7])=[CH:4][N:3]=1.[C:12]1([N:18]=[C:19]=[O:20])[CH:17]=[CH:16][CH:15]=[CH:14][CH:13]=1. Given the product [C:12]1([NH:18][C:19](=[O:20])[NH:1][C:2]2[CH:11]=[CH:10][C:5]([C:6]([O:8][CH3:9])=[O:7])=[CH:4][N:3]=2)[CH:17]=[CH:16][CH:15]=[CH:14][CH:13]=1, predict the reactants needed to synthesize it.